This data is from Reaction yield outcomes from USPTO patents with 853,638 reactions. The task is: Predict the reaction yield, written as a fraction of the theoretical maximum amount of product (1.0 means a 100% yield; for example, 0.34 means a 34% yield). (1) The reactants are [SH:1][C:2]1[N:10]=[CH:9][CH:8]=[CH:7][C:3]=1[C:4]([OH:6])=O.[C:11]([C:13]1[CH:18]=[CH:17][CH:16]=[CH:15][N:14]=1)#[N:12]. The catalyst is N1C=CC=CC=1. The product is [N:14]1[CH:15]=[CH:16][CH:17]=[CH:18][C:13]=1[C:11]1[S:1][C:2]2[N:10]=[CH:9][CH:8]=[CH:7][C:3]=2[C:4](=[O:6])[N:12]=1. The yield is 0.0100. (2) The reactants are C[CH2:2][N:3]([CH:7]([CH3:9])C)[CH:4](C)C.CNC.BrC[C:15]1[CH:20]=[C:19]([N+:21]([O-:23])=[O:22])[CH:18]=C[C:16]=1[F:24].CCOC(C)=O. The catalyst is C1COCC1. The product is [F:24][C:16]1[CH:15]=[CH:20][C:19]([N+:21]([O-:23])=[O:22])=[CH:18][C:9]=1[CH2:7][N:3]([CH3:2])[CH3:4]. The yield is 0.840.